This data is from Peptide-MHC class II binding affinity with 134,281 pairs from IEDB. The task is: Regression. Given a peptide amino acid sequence and an MHC pseudo amino acid sequence, predict their binding affinity value. This is MHC class II binding data. The binding affinity (normalized) is 0.486. The peptide sequence is VTDLFAAQPGLTSAV. The MHC is DRB5_0101 with pseudo-sequence DRB5_0101.